From a dataset of Full USPTO retrosynthesis dataset with 1.9M reactions from patents (1976-2016). Predict the reactants needed to synthesize the given product. (1) Given the product [F:18][C:17]1[C:16]([F:19])=[C:15]([F:20])[C:14]([F:21])=[C:13]([F:22])[C:12]=1[S:9]([O:8][C:4]1[CH:5]=[CH:6][CH:7]=[C:2]([NH:1][C:27]([C:26]2[CH:25]=[C:24]([Cl:23])[CH:32]=[C:31]([Cl:33])[CH:30]=2)=[O:28])[CH:3]=1)(=[O:11])=[O:10], predict the reactants needed to synthesize it. The reactants are: [NH2:1][C:2]1[CH:3]=[C:4]([O:8][S:9]([C:12]2[C:17]([F:18])=[C:16]([F:19])[C:15]([F:20])=[C:14]([F:21])[C:13]=2[F:22])(=[O:11])=[O:10])[CH:5]=[CH:6][CH:7]=1.[Cl:23][C:24]1[CH:25]=[C:26]([CH:30]=[C:31]([Cl:33])[CH:32]=1)[C:27](Cl)=[O:28].C(N(CC)CC)C. (2) Given the product [NH2:30][CH2:29][C:17]1[N:16]=[C:15]2[C:20]([N:21]=[CH:22][N:14]2[C@H:8]2[C@H:9]([OH:10])[C@H:5]([OH:4])[C@@H:6]([CH2:31][OH:32])[O:7]2)=[C:19]([NH:23][CH:24]2[CH2:28][CH2:27][CH2:26][CH2:25]2)[N:18]=1, predict the reactants needed to synthesize it. The reactants are: C([O:4][C@H:5]1[C@@H:9]([O:10]C(=O)C)[C@H:8]([N:14]2[CH:22]=[N:21][C:20]3[C:15]2=[N:16][C:17]([C:29]#[N:30])=[N:18][C:19]=3[NH:23][CH:24]2[CH2:28][CH2:27][CH2:26][CH2:25]2)[O:7][C@@H:6]1[CH2:31][O:32]C(=O)C)(=O)C. (3) Given the product [NH2:27][C:24]1[N:25]=[CH:26][C:21]([C:2]2[CH:11]=[CH:10][C:5]([C:6]([NH:8][CH3:9])=[O:7])=[C:4]([F:12])[CH:3]=2)=[CH:22][N:23]=1, predict the reactants needed to synthesize it. The reactants are: Br[C:2]1[CH:11]=[CH:10][C:5]([C:6]([NH:8][CH3:9])=[O:7])=[C:4]([F:12])[CH:3]=1.CC1(C)C(C)(C)OB([C:21]2[CH:22]=[N:23][C:24]([NH2:27])=[N:25][CH:26]=2)O1.C(=O)([O-])[O-].[K+].[K+].